Dataset: Peptide-MHC class I binding affinity with 185,985 pairs from IEDB/IMGT. Task: Regression. Given a peptide amino acid sequence and an MHC pseudo amino acid sequence, predict their binding affinity value. This is MHC class I binding data. The peptide sequence is VFAVLSIVNR. The MHC is HLA-B58:01 with pseudo-sequence HLA-B58:01. The binding affinity (normalized) is 0.207.